This data is from Forward reaction prediction with 1.9M reactions from USPTO patents (1976-2016). The task is: Predict the product of the given reaction. (1) Given the reactants [CH3:1][C:2]([C:5]1[CH:9]=[CH:8][NH:7][N:6]=1)([CH3:4])[CH3:3].[H-].[Na+].CS(O)(=O)=O.O[CH:18]1[CH2:22][CH2:21][N:20]([C:23]2[CH:28]=[CH:27][CH:26]=[C:25]([C:29]([F:32])([F:31])[F:30])[CH:24]=2)[C:19]1=[O:33].O, predict the reaction product. The product is: [CH3:1][C:2]([C:5]1[CH:9]=[CH:8][N:7]([CH:18]2[CH2:22][CH2:21][N:20]([C:23]3[CH:28]=[CH:27][CH:26]=[C:25]([C:29]([F:32])([F:30])[F:31])[CH:24]=3)[C:19]2=[O:33])[N:6]=1)([CH3:4])[CH3:3]. (2) Given the reactants [N:1]1[CH:6]=[CH:5][CH:4]=[C:3]([CH:7]=O)[CH:2]=1.[Cl:9][C:10]1[N:15]=[C:14]2[N:16]([CH:19]3[CH2:24][CH2:23][NH:22][CH2:21][CH2:20]3)[N:17]=[CH:18][C:13]2=[C:12]([N:25]2[CH2:30][C@@H:29]([CH3:31])[O:28][C@@H:27]([CH3:32])[CH2:26]2)[N:11]=1.C(O[BH-](OC(=O)C)OC(=O)C)(=O)C.[Na+], predict the reaction product. The product is: [Cl:9][C:10]1[N:15]=[C:14]2[N:16]([CH:19]3[CH2:24][CH2:23][N:22]([CH2:7][C:3]4[CH:2]=[N:1][CH:6]=[CH:5][CH:4]=4)[CH2:21][CH2:20]3)[N:17]=[CH:18][C:13]2=[C:12]([N:25]2[CH2:26][C@@H:27]([CH3:32])[O:28][C@@H:29]([CH3:31])[CH2:30]2)[N:11]=1. (3) Given the reactants [CH3:1][C:2]1[C:3]([NH2:8])=[N:4][CH:5]=[CH:6][N:7]=1.Br[CH2:10][C:11]([CH:13]1[CH2:15][CH2:14]1)=O.C(=O)([O-])O.[Na+], predict the reaction product. The product is: [CH:13]1([C:11]2[N:8]=[C:3]3[C:2]([CH3:1])=[N:7][CH:6]=[CH:5][N:4]3[CH:10]=2)[CH2:15][CH2:14]1. (4) The product is: [CH3:6][O:5][C:3](=[O:4])[CH2:2][NH:11][C:10]1[CH:12]=[CH:13][CH:14]=[C:8]([Cl:7])[CH:9]=1. Given the reactants Br[CH2:2][C:3]([O:5][CH3:6])=[O:4].[Cl:7][C:8]1[CH:9]=[C:10]([CH:12]=[CH:13][CH:14]=1)[NH2:11].CCN(C(C)C)C(C)C.CN(C=O)C, predict the reaction product.